From a dataset of Experimentally validated miRNA-target interactions with 360,000+ pairs, plus equal number of negative samples. Binary Classification. Given a miRNA mature sequence and a target amino acid sequence, predict their likelihood of interaction. (1) The protein sequence of the target gene is MPEEAGFPPAKRFRPGSGPPSRAGSFPPGRQVVMLLTAGSGGRGGGGGRRQQPPLAQPSASPYPEAVELQRRSLPIFQARGQLLAQLRNLDNAVLIGETGSGKTTQIPQYLYEGGISRQGIIAVTQPRRVAAISLATRVSDEKRTELGKLVGYTVRFDDVTSEDTRIKFLTDGMLLREAISDSLLRKYSCVILDEAHERTIHTDVLFGVVKAAQKRRKELGKLPLKVIVMSATMDVDLFSQYFNGAPVLYLEGRQHPIQVFYTKQPQNDYLHAALVSVFQIHQEAPSSQDILVFLTGQEE.... The miRNA is hsa-miR-6809-3p with sequence CUUCUCUUCUCUCCUUCCCAG. Result: 1 (interaction). (2) The miRNA is hsa-miR-30b-5p with sequence UGUAAACAUCCUACACUCAGCU. Result: 1 (interaction). The protein sequence of the target gene is MSRFPAVAGRAPRRQEEGERSRDLQEERLSAVCIADREEKGCTSQEGGTTPTFPIQKQRKKIIQAVRDNSFLIVTGNTGSGKTTQLPKYLYEAGFSQHGMIGVTQPRKVAAISVAQRVAEEMKCTLGSKVGYQVRFDDCSSKETAIKYMTDGCLLKHILGDPNLTKFSVIILDEAHERTLTTDILFGLLKKLFQEKSPNRKEHLKVVVMSATMELAKLSAFFGNCPIFDIPGRLYPVREKFCNLIGPRDRENTAYIQAIVKVTMDIHLNEMAGDILVFLTGQFEIEKSCELLFQMAESVD....